From a dataset of Forward reaction prediction with 1.9M reactions from USPTO patents (1976-2016). Predict the product of the given reaction. (1) The product is: [NH2:1][C:2]1[C:3]2[CH:10]=[CH:9][N:8]([C@@H:11]3[O:15][C@H:14]([CH2:16][OH:17])[C@@H:13]([O:18][C:19](=[O:32])[C@@H:20]([NH2:24])[CH:21]([CH3:23])[CH3:22])[C@@:12]3([C:34]#[CH:35])[OH:33])[C:4]=2[N:5]=[CH:6][N:7]=1. Given the reactants [NH2:1][C:2]1[C:3]2[CH:10]=[CH:9][N:8]([C@@H:11]3[O:15][C@H:14]([CH2:16][OH:17])[C@@H:13]([O:18][C:19](=[O:32])[C@@H:20]([NH:24]C(OC(C)(C)C)=O)[CH:21]([CH3:23])[CH3:22])[C@@:12]3([C:34]#[CH:35])[OH:33])[C:4]=2[N:5]=[CH:6][N:7]=1.Cl, predict the reaction product. (2) Given the reactants [Cl:1][C:2]1[CH:11]=[CH:10][C:9]2[C:4](=[CH:5][C:6]([F:12])=[CH:7][CH:8]=2)[N:3]=1.[Li]CCCC.CON(C)[C:21](=[O:23])[CH3:22], predict the reaction product. The product is: [Cl:1][C:2]1[CH:11]=[CH:10][C:9]2[C:4](=[C:5]([C:21](=[O:23])[CH3:22])[C:6]([F:12])=[CH:7][CH:8]=2)[N:3]=1. (3) Given the reactants [CH2:1]([O:3][C:4]([C:6]1[C:7]([CH3:29])=[C:8](C(OC(C)(C)C)=O)[NH:9][C:10]=1[CH2:11][CH2:12][C:13](=[O:21])[NH:14][CH2:15][CH2:16][NH:17][C:18](=[O:20])[CH3:19])=[O:5])[CH3:2].Cl, predict the reaction product. The product is: [CH2:1]([O:3][C:4]([C:6]1[C:7]([CH3:29])=[CH:8][NH:9][C:10]=1[CH2:11][CH2:12][C:13](=[O:21])[NH:14][CH2:15][CH2:16][NH:17][C:18](=[O:20])[CH3:19])=[O:5])[CH3:2]. (4) Given the reactants [F:1][C@H:2]1[C@H:8]([NH:9]C(=O)OC(C)(C)C)[CH2:7][CH2:6][C@@H:5]([C:17]2[N:21]([CH3:22])[N:20]=[CH:19][C:18]=2[N+:23]([O-])=O)[O:4][CH2:3]1.[F:26][C:27]1[CH:32]=[C:31]([C:33]([OH:36])([CH3:35])[CH3:34])[CH:30]=[C:29]([F:37])[C:28]=1[C:38]1[N:43]=[C:42]([C:44](O)=[O:45])[CH:41]=[CH:40][C:39]=1[F:47], predict the reaction product. The product is: [NH2:9][C@H:8]1[C@H:2]([F:1])[CH2:3][O:4][C@H:5]([C:17]2[N:21]([CH3:22])[N:20]=[CH:19][C:18]=2[NH:23][C:44](=[O:45])[C:42]2[CH:41]=[CH:40][C:39]([F:47])=[C:38]([C:28]3[C:29]([F:37])=[CH:30][C:31]([C:33]([OH:36])([CH3:35])[CH3:34])=[CH:32][C:27]=3[F:26])[N:43]=2)[CH2:6][CH2:7]1. (5) Given the reactants O=[C:2]1[C:11]2[C:6](=[CH:7][CH:8]=[CH:9][CH:10]=2)[O:5][CH:4]([CH:12]2[CH2:15][CH:14]([C:16]([O:18][CH2:19][CH3:20])=[O:17])[CH2:13]2)[CH2:3]1.Cl.[CH3:22][O:23][NH2:24], predict the reaction product. The product is: [CH3:22][O:23][N:24]=[C:2]1[C:11]2[C:6](=[CH:7][CH:8]=[CH:9][CH:10]=2)[O:5][CH:4]([CH:12]2[CH2:15][CH:14]([C:16]([O:18][CH2:19][CH3:20])=[O:17])[CH2:13]2)[CH2:3]1.